From a dataset of NCI-60 drug combinations with 297,098 pairs across 59 cell lines. Regression. Given two drug SMILES strings and cell line genomic features, predict the synergy score measuring deviation from expected non-interaction effect. (1) Drug 1: CCC1(CC2CC(C3=C(CCN(C2)C1)C4=CC=CC=C4N3)(C5=C(C=C6C(=C5)C78CCN9C7C(C=CC9)(C(C(C8N6C=O)(C(=O)OC)O)OC(=O)C)CC)OC)C(=O)OC)O.OS(=O)(=O)O. Drug 2: C1=CN(C=N1)CC(O)(P(=O)(O)O)P(=O)(O)O. Cell line: PC-3. Synergy scores: CSS=0.208, Synergy_ZIP=1.49, Synergy_Bliss=2.51, Synergy_Loewe=1.69, Synergy_HSA=0.244. (2) Drug 1: C1=CC(=C2C(=C1NCCNCCO)C(=O)C3=C(C=CC(=C3C2=O)O)O)NCCNCCO. Drug 2: CC1C(C(CC(O1)OC2CC(CC3=C2C(=C4C(=C3O)C(=O)C5=C(C4=O)C(=CC=C5)OC)O)(C(=O)C)O)N)O.Cl. Cell line: U251. Synergy scores: CSS=60.1, Synergy_ZIP=0.843, Synergy_Bliss=-0.966, Synergy_Loewe=-2.13, Synergy_HSA=3.15.